Dataset: NCI-60 drug combinations with 297,098 pairs across 59 cell lines. Task: Regression. Given two drug SMILES strings and cell line genomic features, predict the synergy score measuring deviation from expected non-interaction effect. (1) Drug 1: C1CN(P(=O)(OC1)NCCCl)CCCl. Drug 2: N.N.Cl[Pt+2]Cl. Cell line: NCI/ADR-RES. Synergy scores: CSS=21.4, Synergy_ZIP=-0.765, Synergy_Bliss=2.63, Synergy_Loewe=-21.6, Synergy_HSA=-1.62. (2) Drug 1: CS(=O)(=O)C1=CC(=C(C=C1)C(=O)NC2=CC(=C(C=C2)Cl)C3=CC=CC=N3)Cl. Drug 2: C1=CC(=C2C(=C1NCCNCCO)C(=O)C3=C(C=CC(=C3C2=O)O)O)NCCNCCO. Cell line: NCI-H460. Synergy scores: CSS=59.7, Synergy_ZIP=10.2, Synergy_Bliss=11.1, Synergy_Loewe=-19.9, Synergy_HSA=12.1. (3) Drug 1: C1=NC2=C(N1)C(=S)N=C(N2)N. Drug 2: CCCCC(=O)OCC(=O)C1(CC(C2=C(C1)C(=C3C(=C2O)C(=O)C4=C(C3=O)C=CC=C4OC)O)OC5CC(C(C(O5)C)O)NC(=O)C(F)(F)F)O. Cell line: NCI-H322M. Synergy scores: CSS=37.2, Synergy_ZIP=2.80, Synergy_Bliss=5.87, Synergy_Loewe=7.75, Synergy_HSA=7.89. (4) Drug 1: CC1=C(C(CCC1)(C)C)C=CC(=CC=CC(=CC(=O)O)C)C. Drug 2: CCC(=C(C1=CC=CC=C1)C2=CC=C(C=C2)OCCN(C)C)C3=CC=CC=C3.C(C(=O)O)C(CC(=O)O)(C(=O)O)O. Cell line: HCC-2998. Synergy scores: CSS=3.22, Synergy_ZIP=-0.610, Synergy_Bliss=0.536, Synergy_Loewe=0.749, Synergy_HSA=-0.430. (5) Drug 1: C1=CC(=CC=C1C#N)C(C2=CC=C(C=C2)C#N)N3C=NC=N3. Drug 2: CC1=C(C(=CC=C1)Cl)NC(=O)C2=CN=C(S2)NC3=CC(=NC(=N3)C)N4CCN(CC4)CCO. Cell line: A549. Synergy scores: CSS=7.47, Synergy_ZIP=-0.0401, Synergy_Bliss=3.28, Synergy_Loewe=-14.5, Synergy_HSA=-2.14. (6) Drug 1: C1=CN(C=N1)CC(O)(P(=O)(O)O)P(=O)(O)O. Drug 2: C1=NC2=C(N1)C(=S)N=CN2. Cell line: IGROV1. Synergy scores: CSS=7.47, Synergy_ZIP=-3.60, Synergy_Bliss=0.169, Synergy_Loewe=-4.99, Synergy_HSA=0.0355. (7) Drug 1: C1CCN(CC1)CCOC2=CC=C(C=C2)C(=O)C3=C(SC4=C3C=CC(=C4)O)C5=CC=C(C=C5)O. Drug 2: C1=NNC2=C1C(=O)NC=N2. Cell line: SR. Synergy scores: CSS=-0.000500, Synergy_ZIP=-0.758, Synergy_Bliss=-5.40, Synergy_Loewe=-5.55, Synergy_HSA=-5.57. (8) Drug 1: CC12CCC3C(C1CCC2=O)CC(=C)C4=CC(=O)C=CC34C. Drug 2: CCCCC(=O)OCC(=O)C1(CC(C2=C(C1)C(=C3C(=C2O)C(=O)C4=C(C3=O)C=CC=C4OC)O)OC5CC(C(C(O5)C)O)NC(=O)C(F)(F)F)O. Cell line: LOX IMVI. Synergy scores: CSS=30.1, Synergy_ZIP=-3.93, Synergy_Bliss=-8.38, Synergy_Loewe=-6.57, Synergy_HSA=-6.34.